From a dataset of Reaction yield outcomes from USPTO patents with 853,638 reactions. Predict the reaction yield, written as a fraction of the theoretical maximum amount of product (1.0 means a 100% yield; for example, 0.34 means a 34% yield). The reactants are Cl[C:2]1[C:3]2[S:10][C:9]([C:11]3[CH:16]=[CH:15][C:14]([F:17])=[CH:13][CH:12]=3)=[CH:8][C:4]=2[N:5]=[CH:6][N:7]=1.[CH2:18]([NH:25][S:26]([C:29]1[CH:34]=[CH:33][C:32](B2OC(C)(C)C(C)(C)O2)=[CH:31][CH:30]=1)(=[O:28])=[O:27])[C:19]1[CH:24]=[CH:23][CH:22]=[CH:21][CH:20]=1.C(=O)([O-])[O-].[K+].[K+]. The catalyst is C(#N)C.O. The product is [CH2:18]([NH:25][S:26]([C:29]1[CH:34]=[CH:33][C:32]([C:2]2[C:3]3[S:10][C:9]([C:11]4[CH:16]=[CH:15][C:14]([F:17])=[CH:13][CH:12]=4)=[CH:8][C:4]=3[N:5]=[CH:6][N:7]=2)=[CH:31][CH:30]=1)(=[O:27])=[O:28])[C:19]1[CH:20]=[CH:21][CH:22]=[CH:23][CH:24]=1. The yield is 0.530.